From a dataset of Full USPTO retrosynthesis dataset with 1.9M reactions from patents (1976-2016). Predict the reactants needed to synthesize the given product. (1) Given the product [Br:8][C:4]1[N:3]=[C:2]([C:15]2([OH:14])[CH2:16][CH2:17][N:18]([C:21]([O:23][C:24]([CH3:26])([CH3:25])[CH3:27])=[O:22])[CH2:19][CH2:20]2)[CH:7]=[CH:6][CH:5]=1, predict the reactants needed to synthesize it. The reactants are: Br[C:2]1[CH:7]=[CH:6][CH:5]=[C:4]([Br:8])[N:3]=1.C([Li])CCC.[O:14]=[C:15]1[CH2:20][CH2:19][N:18]([C:21]([O:23][C:24]([CH3:27])([CH3:26])[CH3:25])=[O:22])[CH2:17][CH2:16]1.[Cl-].[NH4+]. (2) Given the product [CH3:16][O:17][C:18]1[CH:19]=[C:20]([CH:24]=[CH:25][C:26]=1[O:27][CH3:28])[C:21]([O:11][C:5]1[C:6]([CH2:8][CH2:9][CH2:31][CH2:32][CH2:33][CH2:34][CH2:35][CH2:35][CH2:34][CH2:33][CH2:32][CH2:31][CH2:3][CH2:2][CH2:7][CH3:6])=[CH:7][C:2]([Cl:1])=[C:3]([O:14][CH3:15])[C:4]=1[O:12][CH3:13])=[O:22], predict the reactants needed to synthesize it. The reactants are: [Cl:1][C:2]1[C:3]([O:14][CH3:15])=[C:4]([O:12][CH3:13])[C:5]([OH:11])=[C:6]([C:8](=O)[CH3:9])[CH:7]=1.[CH3:16][O:17][C:18]1[CH:19]=[C:20]([CH:24]=[CH:25][C:26]=1[O:27][CH3:28])[C:21](Cl)=[O:22].Cl.N1[CH:35]=[CH:34][CH:33]=[CH:32][CH:31]=1.